This data is from Forward reaction prediction with 1.9M reactions from USPTO patents (1976-2016). The task is: Predict the product of the given reaction. (1) Given the reactants [CH2:1]([O:3][C:4](=[O:31])[CH2:5][C:6]1[C:15]2[C:10](=[CH:11][C:12]([O:16][CH2:17][C:18]3[CH:23]=[CH:22][CH:21]=[C:20]([O:24][C:25]4[CH:30]=[CH:29][CH:28]=[CH:27][CH:26]=4)[CH:19]=3)=[CH:13][CH:14]=2)[CH2:9][CH2:8][CH:7]=1)[CH3:2].N1C=CC=CC=1C1C=CC=CN=1, predict the reaction product. The product is: [CH2:1]([O:3][C:4](=[O:31])[CH2:5][CH:6]1[C:15]2[C:10](=[CH:11][C:12]([O:16][CH2:17][C:18]3[CH:23]=[CH:22][CH:21]=[C:20]([O:24][C:25]4[CH:26]=[CH:27][CH:28]=[CH:29][CH:30]=4)[CH:19]=3)=[CH:13][CH:14]=2)[CH2:9][CH2:8][CH2:7]1)[CH3:2]. (2) Given the reactants [Cl:1][C:2]1[CH:17]=[CH:16][C:5]([O:6][C:7]2[CH:15]=[CH:14][C:10]([C:11](Cl)=[O:12])=[CH:9][CH:8]=2)=[C:4]([N+:18]([O-:20])=[O:19])[CH:3]=1.[CH3:21][O:22][NH:23][CH3:24], predict the reaction product. The product is: [Cl:1][C:2]1[CH:17]=[CH:16][C:5]([O:6][C:7]2[CH:15]=[CH:14][C:10]([C:11]([N:23]([O:22][CH3:21])[CH3:24])=[O:12])=[CH:9][CH:8]=2)=[C:4]([N+:18]([O-:20])=[O:19])[CH:3]=1. (3) Given the reactants C[O:2][C:3]1[CH:8]=[CH:7][C:6]([C:9]2[CH:16]3[CH:12]([CH2:13][CH2:14][CH2:15]3)[C:11](=[O:17])[CH:10]=2)=[CH:5][CH:4]=1.[Cl:18]N1C(=O)CCC1=O.CCOC(C)=O.Cl, predict the reaction product. The product is: [Cl:18][C:10]1[C:11](=[O:17])[CH:12]2[CH:16]([C:9]=1[C:6]1[CH:7]=[CH:8][C:3]([OH:2])=[CH:4][CH:5]=1)[CH2:15][CH2:14][CH2:13]2. (4) Given the reactants [OH:1][C:2]1[CH:11]=[C:10]2[C:5]([CH:6]=[C:7]([NH:12][C:13]([CH:15]3[CH2:17][CH2:16]3)=[O:14])[N:8]=[CH:9]2)=[CH:4][CH:3]=1.O1CCCC1.C[CH2:24][O:25][C:26]([C@@H:28](O)[CH3:29])=[O:27].C1(P(C2C=CC=CC=2)C2C=CC=CC=2)C=CC=CC=1.N(C(OCC)=O)=NC(OCC)=O, predict the reaction product. The product is: [CH:15]1([C:13]([NH:12][C:7]2[N:8]=[CH:9][C:10]3[C:5]([CH:6]=2)=[CH:4][CH:3]=[C:2]([O:1][C@H:28]([CH3:29])[C:26]([O:25][CH3:24])=[O:27])[CH:11]=3)=[O:14])[CH2:16][CH2:17]1. (5) Given the reactants S(=O)(=O)(O)O.[C:6]([OH:17])(=[O:16])[C:7]1[CH:15]=[CH:14][C:10]([C:11]([OH:13])=[O:12])=[CH:9][CH:8]=1.O1COCO[CH2:19]1.[OH-].[Na+].Cl, predict the reaction product. The product is: [C:11]([C:10]1[CH:14]=[C:15]2[C:7](=[CH:8][CH:9]=1)[C:6](=[O:17])[O:16][CH2:19]2)([OH:13])=[O:12]. (6) Given the reactants [CH:1]1([CH2:6][CH:7]([N:11]2[C:16](=[O:17])[CH:15]=[C:14]([O:18][C:19]3[CH:24]=[CH:23][CH:22]=[CH:21][C:20]=3[F:25])[CH:13]=[N:12]2)[C:8]([OH:10])=O)[CH2:5][CH2:4][CH2:3][CH2:2]1.[CH3:26][O:27][C:28](=[O:36])[C:29]1[CH:34]=[CH:33][C:32]([NH2:35])=[N:31][CH:30]=1, predict the reaction product. The product is: [CH3:26][O:27][C:28](=[O:36])[C:29]1[CH:34]=[CH:33][C:32]([NH:35][C:8](=[O:10])[CH:7]([N:11]2[C:16](=[O:17])[CH:15]=[C:14]([O:18][C:19]3[CH:24]=[CH:23][CH:22]=[CH:21][C:20]=3[F:25])[CH:13]=[N:12]2)[CH2:6][CH:1]2[CH2:2][CH2:3][CH2:4][CH2:5]2)=[N:31][CH:30]=1. (7) Given the reactants [F-].C([N+](CCCC)(CCCC)CCCC)CCC.[Cl:19][C:20]1[CH:21]=[CH:22][C:23]([CH:44]=[O:45])=[C:24]2[C:28]=1[N:27]=[C:26]1[N:29]([C:33]3[C:34]([CH3:43])=[N:35][C:36]([CH:40]4[CH2:42][CH2:41]4)=[N:37][C:38]=3[CH3:39])[CH2:30][CH2:31][CH2:32][N:25]21.C[Si](C)(C)[C:48]([F:51])([F:50])[F:49].Cl.C(=O)([O-])O.[Na+], predict the reaction product. The product is: [Cl:19][C:20]1[C:28]2[N:27]=[C:26]3[N:29]([C:33]4[C:34]([CH3:43])=[N:35][C:36]([CH:40]5[CH2:41][CH2:42]5)=[N:37][C:38]=4[CH3:39])[CH2:30][CH2:31][CH2:32][N:25]3[C:24]=2[C:23]([CH:44]([OH:45])[C:48]([F:51])([F:50])[F:49])=[CH:22][CH:21]=1. (8) Given the reactants [C:1]([CH2:3][C:4](OCC)=O)#[N:2].C(=O)[CH2:10][CH:11]([CH3:13])[CH3:12].CCCCCC.[C-:21]#[N:22].[K+], predict the reaction product. The product is: [CH2:10]([CH:4]([CH2:3][C:1]#[N:2])[C:21]#[N:22])[CH:11]([CH3:13])[CH3:12]. (9) Given the reactants [O:1]=[C:2]1[N:7]([CH2:8][C:9]2[CH:14]=[CH:13][CH:12]=[CH:11][CH:10]=2)[CH:6]([C:15]([OH:17])=O)[CH2:5][CH2:4][CH2:3]1.Cl.CN(C)CCCN=C=NCC.ON1C2C=CC=CC=2N=N1.[Cl:40][C:41]1[CH:46]=[C:45]([F:47])[CH:44]=[CH:43][C:42]=1[CH2:48][NH2:49], predict the reaction product. The product is: [Cl:40][C:41]1[CH:46]=[C:45]([F:47])[CH:44]=[CH:43][C:42]=1[CH2:48][NH:49][C:15]([CH:6]1[CH2:5][CH2:4][CH2:3][C:2](=[O:1])[N:7]1[CH2:8][C:9]1[CH:10]=[CH:11][CH:12]=[CH:13][CH:14]=1)=[O:17].